Dataset: Full USPTO retrosynthesis dataset with 1.9M reactions from patents (1976-2016). Task: Predict the reactants needed to synthesize the given product. Given the product [CH2:13]([N:10]1[CH:8]=[C:7]([CH2:6][CH2:5][CH2:4][CH2:3][CH2:2][CH2:1][OH:9])[N:12]=[N:11]1)[C:14]1[CH:19]=[CH:18][CH:17]=[CH:16][CH:15]=1, predict the reactants needed to synthesize it. The reactants are: [CH2:1]([OH:9])[CH2:2][CH2:3][CH2:4][CH2:5][CH2:6][C:7]#[CH:8].[N:10]([CH2:13][C:14]1[CH:19]=[CH:18][CH:17]=[CH:16][CH:15]=1)=[N+:11]=[N-:12].O=C1O[C@H]([C@H](CO)O)C([O-])=C1O.[Na+].